From a dataset of Experimentally validated miRNA-target interactions with 360,000+ pairs, plus equal number of negative samples. Binary Classification. Given a miRNA mature sequence and a target amino acid sequence, predict their likelihood of interaction. (1) The miRNA is cel-miR-48-5p with sequence UGAGGUAGGCUCAGUAGAUGCGA. The protein sequence of the target gene is MTMLQESFSFDDLSVDFTQKEWQLLDPSQKNLYKDVMLENYSSLVSLGYEVMKPDVIFKLEQGEEPWVGDGEIPSSDSPEVWKVDGNMMWHQDNQDKLKIIKRGHECDAFGKNFNLNMNFVPLRKSNSEGDLDGLILKHHLDLLIPKGDYGKAESDDFNVFDNFFLHSKPEDTDTWLKYYDCDKYKESYKKSQIIIYHRNRLGEKLYECSECRKRFSKKPSLIKHQSRHIRDIAFGCGNCGKTFPQKSQFITHHRTHTGEKPYNCSQCGKAFSQKSQLTSHQRTHTGEKPYECGECGKAF.... Result: 0 (no interaction). (2) The miRNA is mmu-miR-181b-5p with sequence AACAUUCAUUGCUGUCGGUGGGUU. The protein sequence of the target gene is MTWRQAVLLSCFSAVVLLSMLREGTSVSVGTMQMAGEEASEDAKQKIFMQESDASNFLKRRGKRSPKSRDEVNVENRQKLRVDELRREYYEEQRNEFENFVEEQNDEQEERSREAVEQWRQWHYDGLHPSYLYNRHHT. Result: 0 (no interaction). (3) The miRNA is hsa-miR-7112-5p with sequence ACGGGCAGGGCAGUGCACCCUG. The protein sequence of the target gene is MAGPRVEVDGSIMEGGGQILRVSTALSCLLGLPLRVQKIRAGRSTPGLRPQHLSGLEMIRDLCDGQLEGAEIGSTEITFTPEKIKGGIHTADTKTAGSVCLLMQVSMPCVLFAASPSELHLKGGTNAEMAPQIDYTVMVFKPIVEKFGFIFNCDIKTRGYYPKGGGEVIVRMSPVKQLNPINLTERGCVTKIYGRAFVAGVLPFKVAKDMAAAAVRCIRKEIRDLYVNIQPVQEPKDQAFGNGNGIIIIAETSTGCLFAGSSLGKRGVNADKVGIEAAEMLLANLRHGGTVDEYLQDQLI.... Result: 1 (interaction). (4) The miRNA is hsa-miR-181b-5p with sequence AACAUUCAUUGCUGUCGGUGGGU. The protein sequence of the target gene is MKGARLFVLLSSLWSGGIGLNNSKHSWTIPEDGNSQKTMPSASVPPNKIQSLQILPTTRVMSAEIATTPEARTSEDSLLKSTLPPSETSAPAEGVRNQTLTSTEKAEGVVKLQNLTLPTNASIKFNPGAESVVLSNSTLKFLQSFARKSNEQATSLNTVGGTGGIGGVGGTGGVGNRAPRETYLSRGDSSSSQRTDYQKSNFETTRGKNWCAYVHTRLSPTVILDNQVTYVPGGKGPCGWTGGSCPQRSQKISNPVYRMQHKIVTSLDWRCCPGYSGPKCQLRAQEQQSLIHTNQAESHT.... Result: 0 (no interaction). (5) The protein sequence of the target gene is MSSDMRVHSWSCSYYLDLEKQWVSGKLTLTPHSLKFIVEKTEEVLVGLPLSSIIEIRKESSLFIFGAITVLEKGQTKHWFSSLQPSRNVVFNVIEHFWRELLLSQPGTAANIPSHVTRGQELIGLMANSQKRMEDTAKDLQQQSEQLDSVLKGLEKMESDLDVADRLLTELETPSWWPFGSKFWKMPAEENLKEGVSSTCEPFGKEGVVITVPAIISERAESHSKLGKLTVLVSALEIYDSCSLLLHRFEKEDVDDIKVHSPYEVSIRQRFIGKPDVAYQLISAKMPEVIPILEVQFSSK.... Result: 0 (no interaction). The miRNA is hsa-miR-215-3p with sequence UCUGUCAUUUCUUUAGGCCAAUA. (6) The miRNA is hsa-miR-3161 with sequence CUGAUAAGAACAGAGGCCCAGAU. The protein sequence of the target gene is MAPQSNNSTTFVSKTQHYLKVKKPLLERQRRARMNKCLDTLKTLVAEFQGDDAILRMDKAEMLEAALVFMRKQVVKQQAPVSPLPMDSFKNGYMNAVSEISRVMACTPAMSVDVGKTVMTHLGVEFQRMLQADQVQTSVTTSTPRPLSPASSGYHSDNEDSQSAASPKPVEETMWRPW. Result: 0 (no interaction).